From a dataset of Reaction yield outcomes from USPTO patents with 853,638 reactions. Predict the reaction yield, written as a fraction of the theoretical maximum amount of product (1.0 means a 100% yield; for example, 0.34 means a 34% yield). (1) The reactants are [CH2:1]([S:3]([C:6]1[CH:7]=[CH:8][C:9]([OH:30])=[C:10]([C:12]2[C:21]3[C:16](=[CH:17][CH:18]=[C:19]([C:22]4[CH:23]=[N:24][N:25]([CH3:27])[CH:26]=4)[CH:20]=3)[C:15](=[O:28])[N:14]([CH3:29])[CH:13]=2)[CH:11]=1)(=[O:5])=[O:4])[CH3:2].[CH2:31](I)[CH3:32].C([O-])([O-])=O.[K+].[K+]. The catalyst is CC(C)=O. The product is [CH2:31]([O:30][C:9]1[CH:8]=[CH:7][C:6]([S:3]([CH2:1][CH3:2])(=[O:4])=[O:5])=[CH:11][C:10]=1[C:12]1[C:21]2[C:16](=[CH:17][CH:18]=[C:19]([C:22]3[CH:23]=[N:24][N:25]([CH3:27])[CH:26]=3)[CH:20]=2)[C:15](=[O:28])[N:14]([CH3:29])[CH:13]=1)[CH3:32]. The yield is 0.600. (2) The reactants are C1(N2CC[O:9]CC2)CCCC=1.[CH2:12]([O:15][C:16]1[CH:23]=[CH:22][C:19]([CH:20]=O)=[CH:18][CH:17]=1)[CH2:13][CH3:14].Cl.[CH:25]1[CH:30]=[CH:29][CH:28]=[CH:27]C=1. No catalyst specified. The product is [CH2:12]([O:15][C:16]1[CH:23]=[CH:22][C:19]([CH:20]=[C:27]2[CH2:28][CH2:29][CH2:30][C:25]2=[O:9])=[CH:18][CH:17]=1)[CH2:13][CH3:14]. The yield is 0.719. (3) The reactants are [C:1](/[C:3](=[C:5]1/[C:6]2[CH:35]=[CH:34][C:33]([F:36])=[CH:32][C:7]=2[O:8][CH2:9][C:10]2[CH:15]=[C:14]([CH2:16][C:17]3[N:21]4[CH:22]=[CH:23][C:24]([C:26](O)=[O:27])=[CH:25][C:20]4=[N:19][C:18]=3[CH:29]3[CH2:31][CH2:30]3)[CH:13]=[CH:12][C:11]/1=2)/[CH3:4])#[N:2].C(N1C=CN=C1)([N:39]1C=CN=C1)=O.N.Cl. The catalyst is C1COCC1. The product is [C:1](/[C:3](=[C:5]1/[C:6]2[CH:35]=[CH:34][C:33]([F:36])=[CH:32][C:7]=2[O:8][CH2:9][C:10]2[CH:15]=[C:14]([CH2:16][C:17]3[N:21]4[CH:22]=[CH:23][C:24]([C:26]([NH2:39])=[O:27])=[CH:25][C:20]4=[N:19][C:18]=3[CH:29]3[CH2:31][CH2:30]3)[CH:13]=[CH:12][C:11]/1=2)/[CH3:4])#[N:2]. The yield is 0.860. (4) The reactants are [F:1][C:2]1[CH:9]=[C:8]([OH:10])[CH:7]=[CH:6][C:3]=1[C:4]#[N:5].C(=O)([O-])[O-].[K+].[K+].[C:17]([O:21][C:22](=[O:26])[CH:23](Br)[CH3:24])([CH3:20])([CH3:19])[CH3:18]. The catalyst is CN(C)C=O. The product is [C:17]([O:21][C:22](=[O:26])[CH:23]([O:10][C:8]1[CH:7]=[CH:6][C:3]([C:4]#[N:5])=[C:2]([F:1])[CH:9]=1)[CH3:24])([CH3:20])([CH3:19])[CH3:18]. The yield is 0.930.